From a dataset of Reaction yield outcomes from USPTO patents with 853,638 reactions. Predict the reaction yield, written as a fraction of the theoretical maximum amount of product (1.0 means a 100% yield; for example, 0.34 means a 34% yield). (1) The catalyst is C(O)(C(F)(F)F)=O. The yield is 0.490. The product is [NH2:8][C:9]1[N:14]=[C:13]([CH3:15])[N:12]=[C:11]([C:16]2[C:17]([NH:22][C:23]3[CH:24]=[CH:25][C:26]([NH:29][C:30]([NH:32][CH:33]([CH3:35])[CH3:34])=[O:31])=[N:27][CH:28]=3)=[N:18][CH:19]=[CH:20][CH:21]=2)[N:10]=1. The reactants are COC1C=CC(C[N:8](CC2C=CC(OC)=CC=2)[C:9]2[N:14]=[C:13]([CH3:15])[N:12]=[C:11]([C:16]3[C:17]([NH:22][C:23]4[CH:24]=[CH:25][C:26]([NH:29][C:30]([NH:32][CH:33]([CH3:35])[CH3:34])=[O:31])=[N:27][CH:28]=4)=[N:18][CH:19]=[CH:20][CH:21]=3)[N:10]=2)=CC=1.FC(F)(F)S(O)(=O)=O. (2) The catalyst is CO. The yield is 0.930. The product is [CH2:14]([C:9]1[CH:10]=[CH:11][CH:12]=[C:13]2[C:8]=1[CH2:7][CH2:6][NH:5]2)[CH2:15][CH2:16][CH2:17][CH2:18][CH2:19][CH2:20][CH3:21]. The reactants are FC(F)(F)C([N:5]1[C:13]2[C:8](=[C:9]([CH2:14][CH2:15][CH2:16][CH2:17][CH2:18][CH2:19][CH2:20][CH3:21])[CH:10]=[CH:11][CH:12]=2)[CH2:7][CH2:6]1)=O.C([O-])([O-])=O.[Cs+].[Cs+]. (3) The reactants are COC([C:5]1[N:6]([CH2:22][CH2:23][F:24])[CH:7]=[C:8]([C:10](=O)[C:11]([C:13]2[CH:18]=[CH:17][C:16]([F:19])=[C:15]([Br:20])[CH:14]=2)=O)C=1)=O.Cl.[CH3:26][NH:27][C:28]([NH2:30])=[NH:29].[C:31]([O-:34])([O-])=[O:32].[Na+].[Na+].CCO[C:40](C)=[O:41].[CH3:43]O. The catalyst is O1CCOCC1.O.CO.CCOC(C)=O. The product is [CH3:43][O:34][C:31]([C:7]1[N:6]([CH2:22][CH2:23][F:24])[CH:5]=[C:10]([C:11]2([C:13]3[CH:18]=[CH:17][C:16]([F:19])=[C:15]([Br:20])[CH:14]=3)[C:40](=[O:41])[N:27]([CH3:26])[C:28]([NH2:30])=[N:29]2)[CH:8]=1)=[O:32]. The yield is 0.760. (4) The reactants are C(=O)([O-])[O-].[K+].[K+].[NH:7]1[CH:11]=[CH:10][N:9]=[CH:8]1.Br[CH2:13][C:14]1[CH:21]=[CH:20][C:17]([C:18]#[N:19])=[C:16]([CH3:22])[CH:15]=1. The catalyst is C1COCC1. The product is [N:7]1([CH2:13][C:14]2[CH:21]=[CH:20][C:17]([C:18]#[N:19])=[C:16]([CH3:22])[CH:15]=2)[CH:11]=[CH:10][N:9]=[CH:8]1. The yield is 0.580. (5) The catalyst is C(Cl)Cl.C1COCC1.CO. The yield is 0.732. The reactants are [Cl:1][C:2]1[CH:10]=[CH:9][C:5]([C:6]([OH:8])=O)=[CH:4][CH:3]=1.CCN(C(C)C)C(C)C.CN(C(ON1N=NC2C=CC=CC1=2)=[N+](C)C)C.[B-](F)(F)(F)F.[CH3:42][NH:43][C@H:44]([CH2:51][CH2:52][CH3:53])[CH2:45][N:46]1[CH2:49][CH:48]([OH:50])[CH2:47]1.[OH-].[K+]. The product is [Cl:1][C:2]1[CH:3]=[CH:4][C:5]([C:6]([N:43]([C@H:44]([CH2:51][CH2:52][CH3:53])[CH2:45][N:46]2[CH2:47][CH:48]([OH:50])[CH2:49]2)[CH3:42])=[O:8])=[CH:9][CH:10]=1. (6) The reactants are [F:1][C:2]1[CH:7]=[C:6]([CH3:8])[C:5]([N+:9]([O-:11])=[O:10])=[CH:4][C:3]=1[N+:12]([O-:14])=[O:13].CO[CH:17]([N:20]([CH3:22])[CH3:21])OC.CN(C=O)C. The catalyst is O. The product is [F:1][C:2]1[C:3]([N+:12]([O-:14])=[O:13])=[CH:4][C:5]([N+:9]([O-:11])=[O:10])=[C:6]([CH:8]=[CH:17][N:20]([CH3:22])[CH3:21])[CH:7]=1. The yield is 0.630.